Dataset: Reaction yield outcomes from USPTO patents with 853,638 reactions. Task: Predict the reaction yield, written as a fraction of the theoretical maximum amount of product (1.0 means a 100% yield; for example, 0.34 means a 34% yield). (1) The reactants are [O:1]1[CH:5]=[CH:4][CH:3]=[C:2]1[C:6]1[O:7][C:8]([CH3:41])=[C:9]([CH2:11][O:12][C:13]2[CH:38]=[CH:37][C:16]([CH2:17][O:18][C:19]3[C:23]([CH2:24][CH2:25][C:26]([O:28]CC)=[O:27])=[CH:22][N:21]([C:31]4[CH:36]=[CH:35][CH:34]=[CH:33][CH:32]=4)[N:20]=3)=[CH:15][C:14]=2[O:39][CH3:40])[N:10]=1.[OH-].[Na+].O1CCCC1.Cl. The catalyst is C(O)C. The product is [O:1]1[CH:5]=[CH:4][CH:3]=[C:2]1[C:6]1[O:7][C:8]([CH3:41])=[C:9]([CH2:11][O:12][C:13]2[CH:38]=[CH:37][C:16]([CH2:17][O:18][C:19]3[C:23]([CH2:24][CH2:25][C:26]([OH:28])=[O:27])=[CH:22][N:21]([C:31]4[CH:36]=[CH:35][CH:34]=[CH:33][CH:32]=4)[N:20]=3)=[CH:15][C:14]=2[O:39][CH3:40])[N:10]=1. The yield is 0.940. (2) The reactants are [CH3:1][Mg+].[Br-].[CH3:4][C:5]([C:7]1[CH:12]=[CH:11][C:10]([F:13])=[CH:9][C:8]=1[F:14])=[O:6]. The catalyst is C(OCC)C. The product is [F:14][C:8]1[CH:9]=[C:10]([F:13])[CH:11]=[CH:12][C:7]=1[C:5]([OH:6])([CH3:1])[CH3:4]. The yield is 0.930. (3) The reactants are [OH-:1].[Na+].[F:3][C:4]1[CH:5]=[C:6]2[C:10](=[CH:11][CH:12]=1)C[C:8]([C:13]1[C:22]([N:23]3[C:32]4[C:27](=[CH:28][C:29]([F:33])=[CH:30][CH:31]=4)[CH2:26][CH2:25][CH2:24]3)=[N:21][C:20]3[C:15](=[CH:16][CH:17]=[C:18]([C:34]([O:36]C)=[O:35])[CH:19]=3)[N:14]=1)=[CH:7]2. The catalyst is CO.O1CCCC1. The yield is 0.570. The product is [F:33][C:29]1[CH:28]=[C:27]2[C:32](=[CH:31][CH:30]=1)[N:23]([C:22]1[C:13]([C:8]3[O:1][C:10]4[CH:11]=[CH:12][C:4]([F:3])=[CH:5][C:6]=4[CH:7]=3)=[N:14][C:15]3[C:20]([N:21]=1)=[CH:19][C:18]([C:34]([OH:36])=[O:35])=[CH:17][CH:16]=3)[CH2:24][CH2:25][CH2:26]2. (4) The catalyst is COCCOCCOC. The product is [F:1][C:2]1([CH2:26][F:34])[CH2:7][CH2:6][N:5]([C:8]2[CH:13]=[CH:12][C:11]([N:14]3[CH2:18][C@H:17]([CH2:19][NH:20][C:21](=[O:23])[CH3:22])[O:16][C:15]3=[O:24])=[CH:10][C:9]=2[F:25])[CH2:4][CH2:3]1. The reactants are [F:1][C:2]1([CH2:26]O)[CH2:7][CH2:6][N:5]([C:8]2[CH:13]=[CH:12][C:11]([N:14]3[CH2:18][C@H:17]([CH2:19][NH:20][C:21](=[O:23])[CH3:22])[O:16][C:15]3=[O:24])=[CH:10][C:9]=2[F:25])[CH2:4][CH2:3]1.CCN(S(F)(F)[F:34])CC. The yield is 0.240. (5) The reactants are [F:1][C:2]([F:17])([F:16])[C:3]1[CH:8]=[CH:7][C:6]([NH:9][N:10]=[C:11]([CH3:15])[C:12]([OH:14])=O)=[CH:5][CH:4]=1.[Cl:18][C:19]1[CH:26]=[CH:25][C:22]([CH2:23][NH2:24])=[CH:21][CH:20]=1.Cl.CN(C)CCCN=C=NCC. The catalyst is ClCCl. The product is [Cl:18][C:19]1[CH:26]=[CH:25][C:22]([CH2:23][NH:24][C:12](=[O:14])[C:11](=[N:10][NH:9][C:6]2[CH:5]=[CH:4][C:3]([C:2]([F:1])([F:17])[F:16])=[CH:8][CH:7]=2)[CH3:15])=[CH:21][CH:20]=1. The yield is 0.750. (6) The reactants are [CH3:1][N:2]1[C:6]([C:7]([O:9]CC)=[O:8])=[CH:5][N:4]=[N:3]1.[OH-].[Na+]. The catalyst is CO. The product is [CH3:1][N:2]1[C:6]([C:7]([OH:9])=[O:8])=[CH:5][N:4]=[N:3]1. The yield is 0.160. (7) The reactants are Cl[C:2]1[CH:3]=[CH:4][CH:5]=[C:6]2[C:11]=1[C:10](=[O:12])[N:9]([CH2:13][CH2:14][C:15]1[N:16]=[C:17]3[CH:22]=[CH:21][CH:20]=[CH:19][N:18]3[CH:23]=1)[N:8]=[CH:7]2.C1C=CC(P(C2C(C3C(P(C4C=CC=CC=4)C4C=CC=CC=4)=CC=C4C=3C=CC=C4)=C3C(C=CC=C3)=CC=2)C2C=CC=CC=2)=CC=1.C(=O)([O-])[O-].[Cs+].[Cs+].[NH2:76][C@@H:77]1[CH2:81][CH2:80][N:79]([C:82]([O:84][C:85]([CH3:88])([CH3:87])[CH3:86])=[O:83])[CH2:78]1. The catalyst is C1(C)C=CC=CC=1.C1C=CC(/C=C/C(/C=C/C2C=CC=CC=2)=O)=CC=1.C1C=CC(/C=C/C(/C=C/C2C=CC=CC=2)=O)=CC=1.C1C=CC(/C=C/C(/C=C/C2C=CC=CC=2)=O)=CC=1.[Pd].[Pd]. The product is [N:16]1[C:15]([CH2:14][CH2:13][N:9]2[C:10](=[O:12])[C:11]3[C:6](=[CH:5][CH:4]=[CH:3][C:2]=3[NH:76][C@@H:77]3[CH2:81][CH2:80][N:79]([C:82]([O:84][C:85]([CH3:88])([CH3:87])[CH3:86])=[O:83])[CH2:78]3)[CH:7]=[N:8]2)=[CH:23][N:18]2[CH:19]=[CH:20][CH:21]=[CH:22][C:17]=12. The yield is 0.247.